Dataset: Forward reaction prediction with 1.9M reactions from USPTO patents (1976-2016). Task: Predict the product of the given reaction. (1) Given the reactants Cl.[CH3:2][O:3][C:4]1[CH:11]=[CH:10][C:7]([CH2:8]O)=[CH:6][CH:5]=1.[NH2:12][C@H:13]([C:16]([OH:18])=[O:17])[CH2:14][SH:15].[OH-].[Na+], predict the reaction product. The product is: [NH2:12][C@@H:13]([CH2:14][S:15][CH2:8][C:7]1[CH:10]=[CH:11][C:4]([O:3][CH3:2])=[CH:5][CH:6]=1)[C:16]([OH:18])=[O:17]. (2) The product is: [NH:1]1[C:9]2[C:4](=[CH:5][CH:6]=[CH:7][CH:8]=2)[C:3]([CH2:10][CH2:11][CH2:12][CH2:13][OH:14])=[CH:2]1. Given the reactants [NH:1]1[C:9]2[C:4](=[CH:5][CH:6]=[CH:7][CH:8]=2)[C:3]([CH2:10][CH2:11][CH2:12][C:13](OCC)=[O:14])=[CH:2]1.[H-].[Al+3].[Li+].[H-].[H-].[H-], predict the reaction product.